This data is from Forward reaction prediction with 1.9M reactions from USPTO patents (1976-2016). The task is: Predict the product of the given reaction. (1) Given the reactants [CH3:1][C:2]([CH3:21])([O:11]CC1C=CC(OC)=CC=1)[CH2:3][O:4][C:5]1[CH:10]=[CH:9][CH:8]=[CH:7][CH:6]=1, predict the reaction product. The product is: [CH3:21][C:2]([OH:11])([CH3:1])[CH2:3][O:4][C:5]1[CH:10]=[CH:9][CH:8]=[CH:7][CH:6]=1. (2) Given the reactants [Cl:1][C:2]1[CH:7]=[CH:6][CH:5]=[CH:4][C:3]=1[C:8]([NH:17][CH:18]([CH:20]([CH3:22])[CH3:21])[CH3:19])=[C:9]([C:12](=O)[CH2:13][CH2:14][CH3:15])[C:10]#[N:11].Cl.[O:24]([NH2:26])[CH3:25], predict the reaction product. The product is: [Cl:1][C:2]1[CH:7]=[CH:6][CH:5]=[CH:4][C:3]=1[C:8]([NH:17][CH:18]([CH:20]([CH3:22])[CH3:21])[CH3:19])=[C:9]([C:12](=[N:26][O:24][CH3:25])[CH2:13][CH2:14][CH3:15])[C:10]#[N:11]. (3) Given the reactants [Br:1][C:2]1[C:3]([OH:10])=[C:4]([CH:7]=[CH:8][CH:9]=1)[CH:5]=[O:6].C(N(C(C)C)CC)(C)C.[CH3:20][O:21][CH2:22][CH2:23][O:24][CH2:25]Cl, predict the reaction product. The product is: [Br:1][C:2]1[C:3]([O:10][CH2:20][O:21][CH2:22][CH2:23][O:24][CH3:25])=[C:4]([CH:7]=[CH:8][CH:9]=1)[CH:5]=[O:6]. (4) Given the reactants [P:1]([O:19][C:20]1[CH:28]=[C:27]2[C:23]([C@H:24]([CH2:29][Cl:30])[CH2:25][NH:26]2)=[C:22]2[C:31]([CH3:34])=[CH:32][S:33][C:21]=12)([O:11][CH2:12][C:13]1[CH:18]=[CH:17][CH:16]=[CH:15][CH:14]=1)([O:3][CH2:4][C:5]1[CH:10]=[CH:9][CH:8]=[CH:7][CH:6]=1)=[O:2].Cl[C:36]([C:38]12[CH2:42][C:40]([C:43]([O:45]C)=[O:44])([CH2:41]1)[CH2:39]2)=[O:37].C(N(CC)CC)C.[OH-].[Li+], predict the reaction product. The product is: [CH2:4]([O:3][P:1]([O:19][C:20]1[CH:28]=[C:27]2[C:23]([C@H:24]([CH2:29][Cl:30])[CH2:25][N:26]2[C:36]([C:38]23[CH2:42][C:40]([C:43]([OH:45])=[O:44])([CH2:41]2)[CH2:39]3)=[O:37])=[C:22]2[C:31]([CH3:34])=[CH:32][S:33][C:21]=12)([O:11][CH2:12][C:13]1[CH:14]=[CH:15][CH:16]=[CH:17][CH:18]=1)=[O:2])[C:5]1[CH:10]=[CH:9][CH:8]=[CH:7][CH:6]=1.